From a dataset of Reaction yield outcomes from USPTO patents with 853,638 reactions. Predict the reaction yield, written as a fraction of the theoretical maximum amount of product (1.0 means a 100% yield; for example, 0.34 means a 34% yield). (1) The reactants are [CH:1]1([CH2:4][O:5][C:6]2[CH:11]=[CH:10][C:9]([C:12]3[CH:13]=[C:14]([NH2:17])[NH:15][N:16]=3)=[CH:8][CH:7]=2)[CH2:3][CH2:2]1.[N:18]1([CH2:24][CH2:25][CH2:26][C:27](O)=[O:28])[CH2:23][CH2:22][CH2:21][CH2:20][CH2:19]1.C([O-])=O. No catalyst specified. The product is [CH:1]1([CH2:4][O:5][C:6]2[CH:7]=[CH:8][C:9]([C:12]3[CH:13]=[C:14]([NH:17][C:27](=[O:28])[CH2:26][CH2:25][CH2:24][N:18]4[CH2:23][CH2:22][CH2:21][CH2:20][CH2:19]4)[NH:15][N:16]=3)=[CH:10][CH:11]=2)[CH2:2][CH2:3]1. The yield is 0.280. (2) The reactants are [Cl:1][C:2]1[CH:3]=[C:4]([CH:28]=[CH:29][C:30]=1[F:31])[C:5]([NH:7][C:8]1[N:13]=[CH:12][C:11]([NH:14][C:15]2[C:24]3[C:19](=[CH:20][C:21]([OH:27])=[C:22]([O:25][CH3:26])[CH:23]=3)[N:18]=[CH:17][N:16]=2)=[CH:10][N:9]=1)=[O:6].Br[CH2:33][CH2:34][CH2:35]Cl.[C:37](=[O:40])([O-])[O-].[Cs+].[Cs+]. The catalyst is CN(C)C=O. The product is [Cl:1][C:2]1[CH:3]=[C:4]([CH:28]=[CH:29][C:30]=1[F:31])[C:5]([NH:7][C:8]1[N:13]=[CH:12][C:11]([NH:14][C:15]2[C:24]3[C:19](=[CH:20][C:21]([O:27][CH2:33][CH2:34][CH2:35][N:7]([CH2:5][CH3:4])[CH2:8][CH2:37][OH:40])=[C:22]([O:25][CH3:26])[CH:23]=3)[N:18]=[CH:17][N:16]=2)=[CH:10][N:9]=1)=[O:6]. The yield is 0.300.